Dataset: Reaction yield outcomes from USPTO patents with 853,638 reactions. Task: Predict the reaction yield, written as a fraction of the theoretical maximum amount of product (1.0 means a 100% yield; for example, 0.34 means a 34% yield). (1) The reactants are Br[C:2]1[CH:7]=[CH:6][C:5]([C:8]([F:11])([F:10])[F:9])=[CH:4][C:3]=1[CH3:12].C([Li])CCC.CON(C)[C:21](=[O:24])[CH2:22][CH3:23]. The catalyst is C1COCC1. The product is [CH3:12][C:3]1[CH:4]=[C:5]([C:8]([F:11])([F:10])[F:9])[CH:6]=[CH:7][C:2]=1[C:21](=[O:24])[CH2:22][CH3:23]. The yield is 0.820. (2) The reactants are [O:1]1[CH2:6][CH2:5][N:4]([CH2:7][CH2:8][O:9][CH2:10][CH:11]([OH:26])[CH2:12][C:13]([F:25])([F:24])[C:14]([F:23])([F:22])[C:15]([F:21])([F:20])[C:16]([F:19])([F:18])[F:17])[CH2:3][CH2:2]1.[CH3:27][C:28](OCC1C2C(=CC=CC=2)C(COC(C)=O)=C2C=1C=CC=C2)=[O:29]. No catalyst specified. The product is [C:28]([O:26][CH:11]([CH2:12][C:13]([F:24])([F:25])[C:14]([F:22])([F:23])[C:15]([F:21])([F:20])[C:16]([F:19])([F:17])[F:18])[CH2:10][O:9][CH2:8][CH2:7][N:4]1[CH2:5][CH2:6][O:1][CH2:2][CH2:3]1)(=[O:29])[CH3:27]. The yield is 0.950. (3) The reactants are [NH:1]1[C:9]2[C:4](=[CH:5][CH:6]=[CH:7][C:8]=2[C:10]([O:12][CH3:13])=[O:11])[CH:3]=[CH:2]1.N1C2C(=CC=CC=2)C=[C:15]1C(OCC)=O. No catalyst specified. The product is [CH3:15][N:1]1[C:9]2[C:4](=[CH:5][CH:6]=[CH:7][C:8]=2[C:10]([O:12][CH3:13])=[O:11])[CH:3]=[CH:2]1. The yield is 0.900. (4) The reactants are Cl[CH2:2][CH2:3][CH2:4][O:5][C:6]1[CH:7]=[C:8]([C:12]2[S:20][C:19]3[C:14](=[N:15][CH:16]=[CH:17][C:18]=3[O:21][C:22]3[CH:27]=[CH:26][C:25]([NH:28][C:29](=[O:42])[CH2:30][C:31]([NH:33][C:34]4[CH:39]=[CH:38][CH:37]=[CH:36][C:35]=4[O:40][CH3:41])=[O:32])=[CH:24][C:23]=3[F:43])[CH:13]=2)[CH:9]=[CH:10][CH:11]=1.[CH2:44]([S-:46])[CH3:45].[Na+].C(OCC)(=[O:50])C.CO.I([O-])(=O)(=O)=O.[Na+]. The catalyst is CN(C=O)C.O. The product is [CH2:44]([S:46]([CH2:2][CH2:3][CH2:4][O:5][C:6]1[CH:7]=[C:8]([C:12]2[S:20][C:19]3[C:14](=[N:15][CH:16]=[CH:17][C:18]=3[O:21][C:22]3[CH:27]=[CH:26][C:25]([NH:28][C:29](=[O:42])[CH2:30][C:31]([NH:33][C:34]4[CH:39]=[CH:38][CH:37]=[CH:36][C:35]=4[O:40][CH3:41])=[O:32])=[CH:24][C:23]=3[F:43])[CH:13]=2)[CH:9]=[CH:10][CH:11]=1)=[O:50])[CH3:45]. The yield is 0.290. (5) The reactants are [CH3:1][O:2][C:3]1[CH:7]=[C:6]([C:8]([OH:10])=O)[N:5]([CH3:11])[N:4]=1.CN(C)C=O.C(Cl)(=O)C(Cl)=O.[NH2:23][C:24]1[CH:25]=[C:26]([CH:43]=[CH:44][C:45]=1[Cl:46])[O:27][C:28]1[CH:29]=[CH:30][C:31]2[N:32]([CH:34]=[C:35]([NH:37][C:38]([CH:40]3[CH2:42][CH2:41]3)=[O:39])[N:36]=2)[N:33]=1. The catalyst is CN(C)C(=O)C.O1CCCC1. The product is [Cl:46][C:45]1[CH:44]=[CH:43][C:26]([O:27][C:28]2[CH:29]=[CH:30][C:31]3[N:32]([CH:34]=[C:35]([NH:37][C:38]([CH:40]4[CH2:42][CH2:41]4)=[O:39])[N:36]=3)[N:33]=2)=[CH:25][C:24]=1[NH:23][C:8]([C:6]1[N:5]([CH3:11])[N:4]=[C:3]([O:2][CH3:1])[CH:7]=1)=[O:10]. The yield is 0.620. (6) The reactants are [CH3:1][O:2][C:3]1[CH:8]=[CH:7][C:6]([NH:9][CH2:10][C:11]2[CH:12]=[C:13]([CH:18]=[CH:19][CH:20]=2)[C:14]([O:16][CH3:17])=[O:15])=[C:5]([N+:21]([O-])=O)[CH:4]=1.O.O.[Sn](Cl)Cl.C(=O)(O)[O-].[Na+]. The catalyst is C(O)C. The product is [NH2:21][C:5]1[CH:4]=[C:3]([O:2][CH3:1])[CH:8]=[CH:7][C:6]=1[NH:9][CH2:10][C:11]1[CH:12]=[C:13]([CH:18]=[CH:19][CH:20]=1)[C:14]([O:16][CH3:17])=[O:15]. The yield is 0.920.